From a dataset of Reaction yield outcomes from USPTO patents with 853,638 reactions. Predict the reaction yield, written as a fraction of the theoretical maximum amount of product (1.0 means a 100% yield; for example, 0.34 means a 34% yield). (1) The reactants are [C:1]([CH2:6][C:7]([O:9][CH2:10][CH3:11])=[O:8])(=[O:5])[CH2:2][CH2:3][CH3:4].C(OCC)(=O)CC(C)=O. No catalyst specified. The product is [OH:5][CH:1]([CH2:2][CH2:3][CH3:4])[CH2:6][C:7]([O:9][CH2:10][CH3:11])=[O:8]. The yield is 0.480. (2) The reactants are O[C:2]1[CH:3]=[C:4]([NH:8][C:9]2[N:14]=[C:13]([NH:15][C:16]3[CH:21]=[CH:20][CH:19]=[C:18](O)[CH:17]=3)[C:12]([F:23])=[CH:11][N:10]=2)[CH:5]=[CH:6][CH:7]=1.[NH2:24][C:25]1C=C(C=CC=1)C#N.Cl[C:34]1N=C(Cl)C(F)=C[N:35]=1. No catalyst specified. The product is [C:25]([C:2]1[CH:3]=[C:4]([NH:8][C:9]2[N:14]=[C:13]([NH:15][C:16]3[CH:21]=[CH:20][CH:19]=[C:18]([C:34]#[N:35])[CH:17]=3)[C:12]([F:23])=[CH:11][N:10]=2)[CH:5]=[CH:6][CH:7]=1)#[N:24]. The yield is 0.760. (3) The reactants are [ClH:1].CCOC(C)=O.C(OC([N:15]1[CH2:18][CH:17]([NH:19][C:20]2[CH:29]=[C:28]3[C:23]([CH2:24][CH2:25][C:26]4[N:27]3[CH:30]([CH3:35])[C:31](=[O:34])[NH:32][N:33]=4)=[CH:22][CH:21]=2)[CH2:16]1)=O)(C)(C)C. No catalyst specified. The product is [ClH:1].[NH:15]1[CH2:16][CH:17]([NH:19][C:20]2[CH:29]=[C:28]3[C:23]([CH2:24][CH2:25][C:26]4[N:27]3[CH:30]([CH3:35])[C:31](=[O:34])[NH:32][N:33]=4)=[CH:22][CH:21]=2)[CH2:18]1. The yield is 0.950.